This data is from Forward reaction prediction with 1.9M reactions from USPTO patents (1976-2016). The task is: Predict the product of the given reaction. (1) Given the reactants [CH3:1][NH:2][C:3](=[O:20])[C@H:4]([CH2:16][CH:17]([CH3:19])[CH3:18])[NH:5]C(OCC1C=CC=CC=1)=O.[H][H], predict the reaction product. The product is: [CH3:1][NH:2][C:3](=[O:20])[C@H:4]([CH2:16][CH:17]([CH3:19])[CH3:18])[NH2:5]. (2) Given the reactants [C:1]([C:4]1[CH:9]=[CH:8][C:7]([C:10]#[C:11][C:12]2[CH:13]=[CH:14][C:15]([O:21][C:22]([F:25])([F:24])[F:23])=[C:16]([CH:20]=2)[C:17](O)=[O:18])=[C:6]([CH3:26])[CH:5]=1)(=[O:3])[NH2:2].[CH3:27][O:28][C:29](=[O:43])[C:30]([NH2:42])([CH3:41])[CH2:31][C:32]1[C:40]2[C:35](=[CH:36][CH:37]=[CH:38][CH:39]=2)[NH:34][CH:33]=1.C1C=CC2N(O)N=NC=2C=1.CCN=C=NCCCN(C)C, predict the reaction product. The product is: [CH3:27][O:28][C:29](=[O:43])[C:30]([NH:42][C:17](=[O:18])[C:16]1[CH:20]=[C:12]([C:11]#[C:10][C:7]2[CH:8]=[CH:9][C:4]([C:1](=[O:3])[NH2:2])=[CH:5][C:6]=2[CH3:26])[CH:13]=[CH:14][C:15]=1[O:21][C:22]([F:23])([F:25])[F:24])([CH3:41])[CH2:31][C:32]1[C:40]2[C:35](=[CH:36][CH:37]=[CH:38][CH:39]=2)[NH:34][CH:33]=1. (3) Given the reactants [O:1]=[C:2]1[CH:11]=[C:10](OS(C(F)(F)F)(=O)=O)[C:9]2[C:8](=[O:20])[CH2:7][CH2:6][CH2:5][C:4]=2[N:3]1[CH2:21][C:22]([O:24][C:25]([CH3:28])([CH3:27])[CH3:26])=[O:23].[Cl:29][C:30]1[CH:31]=[CH:32][C:33]([C:39]#[N:40])=[C:34](B(O)O)[CH:35]=1.C(=O)([O-])[O-].[K+].[K+], predict the reaction product. The product is: [Cl:29][C:30]1[CH:35]=[CH:34][C:33]([C:39]#[N:40])=[C:32]([C:10]2[C:9]3[C:8](=[O:20])[CH2:7][CH2:6][CH2:5][C:4]=3[N:3]([CH2:21][C:22]([O:24][C:25]([CH3:28])([CH3:27])[CH3:26])=[O:23])[C:2](=[O:1])[CH:11]=2)[CH:31]=1. (4) The product is: [NH2:2][C:3]1[N:4]=[C:5]([S:10][CH2:17][C:16]2[CH:19]=[CH:20][CH:21]=[C:22]([F:23])[C:15]=2[F:14])[N:6]=[C:7]([OH:9])[CH:8]=1. Given the reactants O.[NH2:2][C:3]1[CH:8]=[C:7]([OH:9])[N:6]=[C:5]([SH:10])[N:4]=1.[OH-].[K+].O.[F:14][C:15]1[C:22]([F:23])=[CH:21][CH:20]=[CH:19][C:16]=1[CH2:17]Br, predict the reaction product.